This data is from NCI-60 drug combinations with 297,098 pairs across 59 cell lines. The task is: Regression. Given two drug SMILES strings and cell line genomic features, predict the synergy score measuring deviation from expected non-interaction effect. (1) Drug 1: C1=NC2=C(N=C(N=C2N1C3C(C(C(O3)CO)O)F)Cl)N. Drug 2: C(CCl)NC(=O)N(CCCl)N=O. Cell line: NCI-H226. Synergy scores: CSS=3.13, Synergy_ZIP=0.904, Synergy_Bliss=2.67, Synergy_Loewe=0.498, Synergy_HSA=0.529. (2) Drug 1: CC(CN1CC(=O)NC(=O)C1)N2CC(=O)NC(=O)C2. Drug 2: C1=CN(C(=O)N=C1N)C2C(C(C(O2)CO)O)O.Cl. Cell line: NCI-H522. Synergy scores: CSS=39.4, Synergy_ZIP=-3.46, Synergy_Bliss=-2.68, Synergy_Loewe=-0.257, Synergy_HSA=1.81. (3) Drug 1: CN(CC1=CN=C2C(=N1)C(=NC(=N2)N)N)C3=CC=C(C=C3)C(=O)NC(CCC(=O)O)C(=O)O. Drug 2: C1=NC2=C(N=C(N=C2N1C3C(C(C(O3)CO)O)F)Cl)N. Cell line: HT29. Synergy scores: CSS=-8.33, Synergy_ZIP=4.50, Synergy_Bliss=2.14, Synergy_Loewe=-1.59, Synergy_HSA=-4.49. (4) Drug 1: CC12CCC3C(C1CCC2=O)CC(=C)C4=CC(=O)C=CC34C. Drug 2: CCCCC(=O)OCC(=O)C1(CC(C2=C(C1)C(=C3C(=C2O)C(=O)C4=C(C3=O)C=CC=C4OC)O)OC5CC(C(C(O5)C)O)NC(=O)C(F)(F)F)O. Cell line: SNB-19. Synergy scores: CSS=45.2, Synergy_ZIP=-0.272, Synergy_Bliss=-0.0148, Synergy_Loewe=1.36, Synergy_HSA=1.58. (5) Drug 1: CC1C(C(=O)NC(C(=O)N2CCCC2C(=O)N(CC(=O)N(C(C(=O)O1)C(C)C)C)C)C(C)C)NC(=O)C3=C4C(=C(C=C3)C)OC5=C(C(=O)C(=C(C5=N4)C(=O)NC6C(OC(=O)C(N(C(=O)CN(C(=O)C7CCCN7C(=O)C(NC6=O)C(C)C)C)C)C(C)C)C)N)C. Drug 2: CC1C(C(CC(O1)OC2CC(OC(C2O)C)OC3=CC4=CC5=C(C(=O)C(C(C5)C(C(=O)C(C(C)O)O)OC)OC6CC(C(C(O6)C)O)OC7CC(C(C(O7)C)O)OC8CC(C(C(O8)C)O)(C)O)C(=C4C(=C3C)O)O)O)O. Cell line: HT29. Synergy scores: CSS=58.3, Synergy_ZIP=-0.946, Synergy_Bliss=2.54, Synergy_Loewe=-6.96, Synergy_HSA=0.821. (6) Drug 1: CC1=C2C(C(=O)C3(C(CC4C(C3C(C(C2(C)C)(CC1OC(=O)C(C(C5=CC=CC=C5)NC(=O)OC(C)(C)C)O)O)OC(=O)C6=CC=CC=C6)(CO4)OC(=O)C)OC)C)OC. Drug 2: C(CN)CNCCSP(=O)(O)O. Cell line: MOLT-4. Synergy scores: CSS=68.0, Synergy_ZIP=1.13, Synergy_Bliss=3.10, Synergy_Loewe=-28.4, Synergy_HSA=3.66. (7) Drug 1: CCCS(=O)(=O)NC1=C(C(=C(C=C1)F)C(=O)C2=CNC3=C2C=C(C=N3)C4=CC=C(C=C4)Cl)F. Drug 2: CC1=C(C(=O)C2=C(C1=O)N3CC4C(C3(C2COC(=O)N)OC)N4)N. Cell line: NCI/ADR-RES. Synergy scores: CSS=5.75, Synergy_ZIP=5.05, Synergy_Bliss=3.36, Synergy_Loewe=-4.87, Synergy_HSA=-0.0419. (8) Drug 1: C1CNP(=O)(OC1)N(CCCl)CCCl. Drug 2: C1C(C(OC1N2C=NC(=NC2=O)N)CO)O. Cell line: MDA-MB-231. Synergy scores: CSS=0.944, Synergy_ZIP=2.81, Synergy_Bliss=7.63, Synergy_Loewe=-5.43, Synergy_HSA=-0.138. (9) Drug 1: CC1=C2C(C(=O)C3(C(CC4C(C3C(C(C2(C)C)(CC1OC(=O)C(C(C5=CC=CC=C5)NC(=O)C6=CC=CC=C6)O)O)OC(=O)C7=CC=CC=C7)(CO4)OC(=O)C)O)C)OC(=O)C. Drug 2: CCC1(C2=C(COC1=O)C(=O)N3CC4=CC5=C(C=CC(=C5CN(C)C)O)N=C4C3=C2)O.Cl. Cell line: UACC-257. Synergy scores: CSS=13.8, Synergy_ZIP=-11.2, Synergy_Bliss=-4.40, Synergy_Loewe=-9.59, Synergy_HSA=-2.91. (10) Drug 1: C1=CC(=CC=C1CCCC(=O)O)N(CCCl)CCCl. Drug 2: CC1CCC2CC(C(=CC=CC=CC(CC(C(=O)C(C(C(=CC(C(=O)CC(OC(=O)C3CCCCN3C(=O)C(=O)C1(O2)O)C(C)CC4CCC(C(C4)OC)OCCO)C)C)O)OC)C)C)C)OC. Cell line: SNB-75. Synergy scores: CSS=15.8, Synergy_ZIP=0.445, Synergy_Bliss=3.46, Synergy_Loewe=4.59, Synergy_HSA=5.71.